Dataset: Forward reaction prediction with 1.9M reactions from USPTO patents (1976-2016). Task: Predict the product of the given reaction. (1) The product is: [Cl:21][C:18]1[CH:19]=[CH:20][C:15]([N:14]([CH:26]([CH3:28])[CH3:27])[CH2:13][C@@H:9]2[CH2:10][CH2:11][CH2:12][NH:8]2)=[CH:16][C:17]=1[O:22][CH3:23]. Given the reactants C(OC([N:8]1[CH2:12][CH2:11][CH2:10][C@H:9]1[CH2:13][NH:14][C:15]1[CH:20]=[CH:19][C:18]([Cl:21])=[C:17]([O:22][CH3:23])[CH:16]=1)=O)(C)(C)C.CO[C:26]([CH3:28])=[CH2:27].FC(F)(F)C(O)=O.C(O[BH-](OC(=O)C)OC(=O)C)(=O)C.[Na+], predict the reaction product. (2) The product is: [Cl-:3].[C:14]([C:15]1[CH:16]=[C:17]([NH3+:18])[N:10]([C:7]2[CH:8]=[CH:9][C:4]([CH3:12])=[CH:5][CH:6]=2)[N:11]=1)([CH3:21])([CH3:20])[CH3:13]. Given the reactants N#N.[Cl-:3].[C:4]1([CH3:12])[CH:9]=[CH:8][C:7]([NH:10][NH3+:11])=[CH:6][CH:5]=1.[CH3:13][C:14]([CH3:21])([CH3:20])[C:15](=O)[CH2:16][C:17]#[N:18].CC(OC)(C)C, predict the reaction product. (3) The product is: [CH:19]([C:4]1[C:5]2[CH:6]=[C:7]3[CH:13]([CH2:14][C:15]([O:17][CH3:18])=[O:16])[CH2:12][CH2:11][N:8]3[C:9]=2[CH:10]=[C:2]([O:1][S:28]([C:31]([F:34])([F:33])[F:32])(=[O:30])=[O:29])[CH:3]=1)([CH3:21])[CH3:20]. Given the reactants [OH:1][C:2]1[CH:3]=[C:4]([CH:19]([CH3:21])[CH3:20])[C:5]2[CH:6]=[C:7]3[CH:13]([CH2:14][C:15]([O:17][CH3:18])=[O:16])[CH2:12][CH2:11][N:8]3[C:9]=2[CH:10]=1.N1C=CC=CC=1.[S:28](O[S:28]([C:31]([F:34])([F:33])[F:32])(=[O:30])=[O:29])([C:31]([F:34])([F:33])[F:32])(=[O:30])=[O:29].C([O-])(O)=O.[Na+], predict the reaction product.